This data is from Retrosynthesis with 50K atom-mapped reactions and 10 reaction types from USPTO. The task is: Predict the reactants needed to synthesize the given product. (1) Given the product CN[C@@H]1CCN(c2cnnc(NC34CC5CC(CC(C5)C3)C4)c2)C1, predict the reactants needed to synthesize it. The reactants are: CN(C(=O)OC(C)(C)C)[C@@H]1CCN(c2cnnc(NC34CC5CC(CC(C5)C3)C4)c2)C1. (2) Given the product CC(C(=O)OC(C)(C)C)c1ccc(C=C2SCCCC2=O)cc1, predict the reactants needed to synthesize it. The reactants are: CC(C(=O)OC(C)(C)C)c1ccc(C=O)cc1.O=C1CCCSC1. (3) Given the product COc1cc2c(cc1-c1c(C)noc1C)ncc1nc(NCCO)n([C@H](C)c3ccccc3)c12, predict the reactants needed to synthesize it. The reactants are: COc1cc2c(cc1-c1c(C)noc1C)ncc1nc(Cl)n([C@H](C)c3ccccc3)c12.NCCO. (4) Given the product O=Cc1ccc(-c2ccc3c(Nc4ccc(Oc5ccccc5)cc4)ccnc3c2)o1, predict the reactants needed to synthesize it. The reactants are: c1ccc(Oc2ccc(Nc3ccnc4cc(-c5ccc(C6OCCO6)o5)ccc34)cc2)cc1. (5) Given the product CC(=O)OCCN1CCN(C)C1=Nc1ccccc1N1CCOCC1, predict the reactants needed to synthesize it. The reactants are: CC(=O)OCCN1CCN(C)C1=O.Nc1ccccc1N1CCOCC1. (6) The reactants are: Cc1cc(=O)c(OCc2ccccc2)c(CO)o1. Given the product O=c1ccoc(CO)c1OCc1ccccc1, predict the reactants needed to synthesize it. (7) The reactants are: COC(=O)CC1(N)CCN(C(=O)OCc2ccccc2)CC1.O=Cc1ccc2c(c1)OCCO2. Given the product COC(=O)CC1(NCc2ccc3c(c2)OCCO3)CCN(C(=O)OCc2ccccc2)CC1, predict the reactants needed to synthesize it. (8) Given the product Cc1ccc(-c2ccc(S(C)(=O)=O)cc2)n1-c1ccc(-c2ccoc2)cc1, predict the reactants needed to synthesize it. The reactants are: Cc1ccc(-c2ccc(S(C)(=O)=O)cc2)n1-c1ccc(Br)cc1.OB(O)c1ccoc1.